From a dataset of NCI-60 drug combinations with 297,098 pairs across 59 cell lines. Regression. Given two drug SMILES strings and cell line genomic features, predict the synergy score measuring deviation from expected non-interaction effect. (1) Drug 1: CC12CCC3C(C1CCC2=O)CC(=C)C4=CC(=O)C=CC34C. Drug 2: CC1C(C(CC(O1)OC2CC(OC(C2O)C)OC3=CC4=CC5=C(C(=O)C(C(C5)C(C(=O)C(C(C)O)O)OC)OC6CC(C(C(O6)C)O)OC7CC(C(C(O7)C)O)OC8CC(C(C(O8)C)O)(C)O)C(=C4C(=C3C)O)O)O)O. Cell line: NCI-H460. Synergy scores: CSS=8.79, Synergy_ZIP=2.34, Synergy_Bliss=2.23, Synergy_Loewe=2.61, Synergy_HSA=2.17. (2) Drug 1: CC(C)(C#N)C1=CC(=CC(=C1)CN2C=NC=N2)C(C)(C)C#N. Drug 2: C1CN(P(=O)(OC1)NCCCl)CCCl. Cell line: HOP-92. Synergy scores: CSS=3.07, Synergy_ZIP=-2.11, Synergy_Bliss=-2.21, Synergy_Loewe=2.94, Synergy_HSA=-1.64.